Dataset: Reaction yield outcomes from USPTO patents with 853,638 reactions. Task: Predict the reaction yield, written as a fraction of the theoretical maximum amount of product (1.0 means a 100% yield; for example, 0.34 means a 34% yield). The reactants are [S:1](=[O:37])(=[O:36])([O:3][CH2:4][C@@H:5]1[C@@H:9]([O:10][Si](C(C)(C)C)(C)C)[CH2:8][C@H:7]([N:18]2[C:22]3[N:23]=[CH:24][N:25]=[C:26]([NH:27][C:28](=[O:35])[C:29]4[CH:34]=[CH:33][CH:32]=[CH:31][CH:30]=4)[C:21]=3[CH:20]=[CH:19]2)[O:6]1)[NH2:2]. The catalyst is N1C=CC=CC=1.C1COCC1.N1C=CC=CC=1. The product is [S:1](=[O:36])(=[O:37])([O:3][CH2:4][C@@H:5]1[C@@H:9]([OH:10])[CH2:8][C@H:7]([N:18]2[C:22]3[N:23]=[CH:24][N:25]=[C:26]([NH:27][C:28](=[O:35])[C:29]4[CH:34]=[CH:33][CH:32]=[CH:31][CH:30]=4)[C:21]=3[CH:20]=[CH:19]2)[O:6]1)[NH2:2]. The yield is 0.770.